From a dataset of Forward reaction prediction with 1.9M reactions from USPTO patents (1976-2016). Predict the product of the given reaction. Given the reactants [CH3:1][O:2][C:3]1[CH:4]=[C:5]([C:8]([O:11]COC)=[CH:9][N:10]=1)[CH:6]=[O:7].Cl.C([O-])([O-])=O.[K+].[K+], predict the reaction product. The product is: [OH:11][C:8]1[C:5]([CH:6]=[O:7])=[CH:4][C:3]([O:2][CH3:1])=[N:10][CH:9]=1.